Task: Predict the reaction yield, written as a fraction of the theoretical maximum amount of product (1.0 means a 100% yield; for example, 0.34 means a 34% yield).. Dataset: Reaction yield outcomes from USPTO patents with 853,638 reactions (1) The reactants are C([O:8][C:9]1[C:14]2[CH:15]=[C:16]([C:18]3[N:19]=[C:20]4[N:24]([CH:25]=3)[N:23]=[C:22]([O:26][CH3:27])[S:21]4)[O:17][C:13]=2[CH:12]=[C:11]([O:28][CH3:29])[CH:10]=1)C1C=CC=CC=1.CC1C(C)=C(C)C(C)=C(C)C=1. The catalyst is ClCCl. The product is [CH3:29][O:28][C:11]1[CH:12]=[C:13]2[O:17][C:16]([C:18]3[N:19]=[C:20]4[N:24]([CH:25]=3)[N:23]=[C:22]([O:26][CH3:27])[S:21]4)=[CH:15][C:14]2=[C:9]([OH:8])[CH:10]=1. The yield is 0.800. (2) The reactants are [CH2:1]([N:8]1[C:16]2/[C:15](=[N:17]/[NH2:18])/[NH:14][C:13](=[O:19])[N:12]([CH2:20][CH2:21][CH2:22][CH2:23][CH3:24])[C:11]=2[N:10]=[CH:9]1)[C:2]1[CH:7]=[CH:6][CH:5]=[CH:4][CH:3]=1.[CH:25]([O-])([O-])OCC. The yield is 0.485. The product is [CH2:1]([N:8]1[C:16]2[C:15]3=[N:17][N:18]=[CH:25][N:14]3[C:13](=[O:19])[N:12]([CH2:20][CH2:21][CH2:22][CH2:23][CH3:24])[C:11]=2[N:10]=[CH:9]1)[C:2]1[CH:7]=[CH:6][CH:5]=[CH:4][CH:3]=1. No catalyst specified. (3) The reactants are Cl.[Sn](Cl)Cl.[N+:5]([C:8]1[CH:13]=[C:12]([C:14]([F:17])([F:16])[F:15])[CH:11]=[CH:10][C:9]=1[N:18]1[CH2:23][CH2:22][O:21][CH2:20][CH2:19]1)([O-])=O.C(=O)([O-])O.[Na+]. The catalyst is CO. The product is [NH2:5][C:8]1[CH:13]=[C:12]([C:14]([F:15])([F:16])[F:17])[CH:11]=[CH:10][C:9]=1[N:18]1[CH2:19][CH2:20][O:21][CH2:22][CH2:23]1. The yield is 0.912. (4) The reactants are [CH3:1][N:2]1[C:7](=[O:8])[CH2:6][C:5]2[CH:9]=[C:10]3[C:15](=[CH:16][C:4]=2[S:3]1(=[O:18])=[O:17])[CH:14]=[CH:13][CH:12]=[CH:11]3.C(N(CC)CC)C.[C:26]1([N:32]=[C:33]=[O:34])[CH:31]=[CH:30][CH:29]=[CH:28][CH:27]=1. The catalyst is CS(C)=O. The product is [CH3:1][N:2]1[C:7](=[O:8])[CH:6]([C:33]([NH:32][C:26]2[CH:31]=[CH:30][CH:29]=[CH:28][CH:27]=2)=[O:34])[C:5]2[CH:9]=[C:10]3[C:15](=[CH:16][C:4]=2[S:3]1(=[O:17])=[O:18])[CH:14]=[CH:13][CH:12]=[CH:11]3. The yield is 0.370.